Dataset: Reaction yield outcomes from USPTO patents with 853,638 reactions. Task: Predict the reaction yield, written as a fraction of the theoretical maximum amount of product (1.0 means a 100% yield; for example, 0.34 means a 34% yield). The reactants are [CH3:1][CH:2]1[CH2:7][CH:6]([CH3:8])[CH2:5][N:4]([S:9]([C:12]2[CH:25]=[CH:24][C:23]3[N:22]([CH3:26])[C:21]4[C:16](=[CH:17][C:18]([S:27]([N:30]5[CH2:35][CH:34]([CH3:36])[CH2:33][CH:32]([CH3:37])[CH2:31]5)(=[O:29])=[O:28])=[CH:19][CH:20]=4)[C:15](=S)[C:14]=3[CH:13]=2)(=[O:11])=[O:10])[CH2:3]1.[CH3:39][N:40]([CH2:42][CH2:43][CH2:44][NH2:45])[CH3:41]. The catalyst is N1C=CC=CC=1. The product is [CH3:36][CH:34]1[CH2:33][CH:32]([CH3:37])[CH2:31][N:30]([S:27]([C:18]2[CH:19]=[CH:20][C:21]3[N:22]([CH3:26])[C:23]4[C:14](=[CH:13][C:12]([S:9]([N:4]5[CH2:3][CH:2]([CH3:1])[CH2:7][CH:6]([CH3:8])[CH2:5]5)(=[O:11])=[O:10])=[CH:25][CH:24]=4)[C:15](=[N:45][CH2:44][CH2:43][CH2:42][N:40]([CH3:41])[CH3:39])[C:16]=3[CH:17]=2)(=[O:28])=[O:29])[CH2:35]1. The yield is 0.850.